This data is from Forward reaction prediction with 1.9M reactions from USPTO patents (1976-2016). The task is: Predict the product of the given reaction. (1) Given the reactants [CH2:1]([O:3][C:4](=[O:29])[CH:5]([C:11](=[O:28])[C:12]([C:22]1[CH:27]=[CH:26][CH:25]=[CH:24][N:23]=1)=[CH:13][C:14]1[CH:19]=[CH:18][C:17]([O:20][CH3:21])=[CH:16][CH:15]=1)[C:6]([O:8][CH2:9][CH3:10])=[O:7])[CH3:2], predict the reaction product. The product is: [CH2:1]([O:3][C:4](=[O:29])[CH:5]([C:11](=[O:28])[CH:12]([C:22]1[CH:27]=[CH:26][CH:25]=[CH:24][N:23]=1)[CH2:13][C:14]1[CH:15]=[CH:16][C:17]([O:20][CH3:21])=[CH:18][CH:19]=1)[C:6]([O:8][CH2:9][CH3:10])=[O:7])[CH3:2]. (2) Given the reactants [OH:1][CH2:2][CH2:3][N:4]([CH2:17][C:18]([F:21])([F:20])[F:19])[C:5]1[CH:12]=[CH:11][C:8]([C:9]#[N:10])=[C:7]([C:13]([F:16])([F:15])[F:14])[CH:6]=1.[NH:22]1[CH:27]=[CH:26][C:25](=O)[N:24]=[CH:23]1, predict the reaction product. The product is: [N:22]1[CH:27]=[CH:26][C:25]([O:1][CH2:2][CH2:3][N:4]([CH2:17][C:18]([F:19])([F:20])[F:21])[C:5]2[CH:12]=[CH:11][C:8]([C:9]#[N:10])=[C:7]([C:13]([F:15])([F:16])[F:14])[CH:6]=2)=[N:24][CH:23]=1. (3) The product is: [CH2:13]([O:20][C:21]([C:23]1([CH:31]([OH:33])[CH3:32])[CH2:28][O:27][C:26]([CH3:30])([CH3:29])[CH2:25][O:24]1)=[O:22])[C:14]1[CH:15]=[CH:16][CH:17]=[CH:18][CH:19]=1. Given the reactants C(NC(C)C)(C)C.C([Li])CCC.[CH2:13]([O:20][C:21]([CH:23]1[CH2:28][O:27][C:26]([CH3:30])([CH3:29])[CH2:25][O:24]1)=[O:22])[C:14]1[CH:19]=[CH:18][CH:17]=[CH:16][CH:15]=1.[CH:31](=[O:33])[CH3:32], predict the reaction product. (4) Given the reactants [F:1][C:2]1[CH:7]=[C:6]([N+:8]([O-:10])=[O:9])[CH:5]=[CH:4][C:3]=1[N:11]1[CH:15]=[C:14]2[CH2:16][N:17]([CH2:19]C#N)[CH2:18][C:13]2=[N:12]1.[N-:22]=[N+:23]=[N-:24].[Na+].[Cl-].[NH4+:27], predict the reaction product. The product is: [F:1][C:2]1[CH:7]=[C:6]([N+:8]([O-:10])=[O:9])[CH:5]=[CH:4][C:3]=1[N:11]1[CH:15]=[C:14]2[CH2:16][N:17]([C:19]3[N:22]=[N:23][NH:24][N:27]=3)[CH2:18][C:13]2=[N:12]1.